Dataset: Retrosynthesis with 50K atom-mapped reactions and 10 reaction types from USPTO. Task: Predict the reactants needed to synthesize the given product. Given the product CCN(CC)C(=O)Oc1cccc([N+](=O)[O-])c1, predict the reactants needed to synthesize it. The reactants are: CCN(CC)C(=O)Cl.O=[N+]([O-])c1cccc(O)c1.